Task: Predict the reaction yield, written as a fraction of the theoretical maximum amount of product (1.0 means a 100% yield; for example, 0.34 means a 34% yield).. Dataset: Reaction yield outcomes from USPTO patents with 853,638 reactions The reactants are [CH3:1][C:2]1[CH:3]=[C:4]2[C:9](=[CH:10][CH:11]=1)[N:8]=[CH:7][CH:6]=[N:5]2.[Se](=O)=[O:13]. The catalyst is O1CCOCC1.C(Cl)Cl. The product is [N:8]1[C:9]2[C:4](=[CH:3][C:2]([CH:1]=[O:13])=[CH:11][CH:10]=2)[N:5]=[CH:6][CH:7]=1. The yield is 0.910.